This data is from Catalyst prediction with 721,799 reactions and 888 catalyst types from USPTO. The task is: Predict which catalyst facilitates the given reaction. Reactant: [Cl:1][C:2]1[CH:3]=[C:4]2[C:8](=[CH:9][CH:10]=1)[NH:7][CH2:6][CH2:5]2.[N:11]([O-])=[O:12].[Na+].[OH-].[Na+]. Product: [Cl:1][C:2]1[CH:3]=[C:4]2[C:8](=[CH:9][CH:10]=1)[N:7]([N:11]=[O:12])[CH2:6][CH2:5]2. The catalyst class is: 86.